This data is from Catalyst prediction with 721,799 reactions and 888 catalyst types from USPTO. The task is: Predict which catalyst facilitates the given reaction. Reactant: [NH2:1][C:2]1[CH:7]=[CH:6][C:5]([Cl:8])=[CH:4][C:3]=1[OH:9].[C:10](O[C:10]([O:12][C:13]([CH3:16])([CH3:15])[CH3:14])=[O:11])([O:12][C:13]([CH3:16])([CH3:15])[CH3:14])=[O:11]. Product: [Cl:8][C:5]1[CH:6]=[CH:7][C:2]([NH:1][C:10](=[O:11])[O:12][C:13]([CH3:16])([CH3:15])[CH3:14])=[C:3]([OH:9])[CH:4]=1. The catalyst class is: 1.